This data is from TCR-epitope binding with 47,182 pairs between 192 epitopes and 23,139 TCRs. The task is: Binary Classification. Given a T-cell receptor sequence (or CDR3 region) and an epitope sequence, predict whether binding occurs between them. (1) The epitope is ILHCANFNV. The TCR CDR3 sequence is CASSPRTSGADTQYF. Result: 0 (the TCR does not bind to the epitope). (2) The epitope is LLWNGPMAV. The TCR CDR3 sequence is CSARDAPSRGGTNEKLFF. Result: 1 (the TCR binds to the epitope).